Dataset: Peptide-MHC class II binding affinity with 134,281 pairs from IEDB. Task: Regression. Given a peptide amino acid sequence and an MHC pseudo amino acid sequence, predict their binding affinity value. This is MHC class II binding data. (1) The peptide sequence is RNKTQEEHLKEIMKHIVKIE. The MHC is DRB1_1101 with pseudo-sequence DRB1_1101. The binding affinity (normalized) is 0.936. (2) The peptide sequence is GFKAALAAAAGVPPADKYRT. The MHC is DRB5_0101 with pseudo-sequence DRB5_0101. The binding affinity (normalized) is 0.945.